This data is from Full USPTO retrosynthesis dataset with 1.9M reactions from patents (1976-2016). The task is: Predict the reactants needed to synthesize the given product. (1) Given the product [OH:1][CH2:2][CH2:3][O:4][C:5]1[CH:6]=[CH:7][C:8]([C:11]([C:13]2[CH:14]=[CH:15][C:16]([O:19][CH3:20])=[CH:17][CH:18]=2)([OH:12])[C:22]#[CH:23])=[CH:9][CH:10]=1, predict the reactants needed to synthesize it. The reactants are: [OH:1][CH2:2][CH2:3][O:4][C:5]1[CH:10]=[CH:9][C:8]([C:11]([C:13]2[CH:18]=[CH:17][C:16]([O:19][CH3:20])=[CH:15][CH:14]=2)=[O:12])=[CH:7][CH:6]=1.F[C:22]1C=CC(C(C2C=CC(OCCO)=CC=2)=O)=C[CH:23]=1. (2) Given the product [N:30]([CH2:11][CH2:12][C:13]1[CH:14]=[C:15]([Cl:29])[C:16]([Cl:28])=[C:17]([CH2:19][O:20][Si:21]([C:24]([CH3:27])([CH3:26])[CH3:25])([CH3:23])[CH3:22])[CH:18]=1)=[N+:31]=[N-:32], predict the reactants needed to synthesize it. The reactants are: CN(C=O)C.CS(O[CH2:11][CH2:12][C:13]1[CH:18]=[C:17]([CH2:19][O:20][Si:21]([C:24]([CH3:27])([CH3:26])[CH3:25])([CH3:23])[CH3:22])[C:16]([Cl:28])=[C:15]([Cl:29])[CH:14]=1)(=O)=O.[N-:30]=[N+:31]=[N-:32].[Na+]. (3) The reactants are: [Si]([C:5]#[N:6])(C)(C)C.[NH2:7][C:8]1[CH:13]=[CH:12][C:11]([CH2:14][CH2:15][CH2:16][C:17]#[N:18])=[CH:10][CH:9]=1.[CH3:19][C:20]([CH3:22])=O. Given the product [C:5]([C:20]([NH:7][C:8]1[CH:9]=[CH:10][C:11]([CH2:14][CH2:15][CH2:16][C:17]#[N:18])=[CH:12][CH:13]=1)([CH3:22])[CH3:19])#[N:6], predict the reactants needed to synthesize it. (4) Given the product [F:1][C:2]([F:38])([F:37])[C:3]1[CH:4]=[C:5]([C@H:13]2[O:17][C:16](=[O:18])[N:15]([CH2:19][C:20]3[C:21]([NH:27][CH:28]4[CH2:33][CH2:32][O:31][CH:30]([CH2:34][CH3:35])[CH2:29]4)=[N:22][CH:23]=[C:24]([C:45]4[CH:50]=[CH:49][CH:48]=[CH:47][CH:46]=4)[CH:25]=3)[C@H:14]2[CH3:36])[CH:6]=[C:7]([C:9]([F:12])([F:11])[F:10])[CH:8]=1, predict the reactants needed to synthesize it. The reactants are: [F:1][C:2]([F:38])([F:37])[C:3]1[CH:4]=[C:5]([C@H:13]2[O:17][C:16](=[O:18])[N:15]([CH2:19][C:20]3[C:21]([NH:27][CH:28]4[CH2:33][CH2:32][O:31][CH:30]([CH2:34][CH3:35])[CH2:29]4)=[N:22][CH:23]=[C:24](Br)[CH:25]=3)[C@H:14]2[CH3:36])[CH:6]=[C:7]([C:9]([F:12])([F:11])[F:10])[CH:8]=1.C([O-])([O-])=O.[Na+].[Na+].[C:45]1(B(O)O)[CH:50]=[CH:49][CH:48]=[CH:47][CH:46]=1.